From a dataset of Catalyst prediction with 721,799 reactions and 888 catalyst types from USPTO. Predict which catalyst facilitates the given reaction. (1) Reactant: [CH2:1]([N:8](C)[CH2:9][CH2:10][C:11]([NH:13][CH2:14][CH2:15][O:16][CH3:17])=[O:12])C1C=CC=CC=1. Product: [CH3:17][O:16][CH2:15][CH2:14][NH:13][C:11](=[O:12])[CH2:10][CH2:9][NH:8][CH3:1]. The catalyst class is: 19. (2) Product: [OH:1][B:2]1[C:6]2[CH:7]=[C:8]([O:12][CH2:13][C:14]([NH:16][CH3:17])=[O:15])[CH:9]=[C:10]([CH3:11])[C:5]=2[CH:4]([CH2:18][C:19]([OH:21])=[O:20])[O:3]1. The catalyst class is: 87. Reactant: [OH:1][B:2]1[C:6]2[CH:7]=[C:8]([O:12][CH2:13][C:14]([NH:16][CH3:17])=[O:15])[CH:9]=[C:10]([CH3:11])[C:5]=2[CH:4]([CH2:18][C:19]([O:21]CC)=[O:20])[O:3]1.[Li+].[OH-]. (3) Product: [F:27][C:28]1[CH:29]=[C:30]([C:2]2[C:7](=[O:8])[N:6]3[C:9]([CH3:13])=[CH:10][CH:11]=[CH:12][C:5]3=[N:4][C:3]=2[CH:14]([NH:17][C:18]2[N:26]=[CH:25][N:24]=[C:23]3[C:19]=2[N:20]=[CH:21][NH:22]3)[CH2:15][CH3:16])[CH:31]=[N:32][CH:33]=1. Reactant: I[C:2]1[C:7](=[O:8])[N:6]2[C:9]([CH3:13])=[CH:10][CH:11]=[CH:12][C:5]2=[N:4][C:3]=1[CH:14]([NH:17][C:18]1[N:26]=[CH:25][N:24]=[C:23]2[C:19]=1[N:20]=[CH:21][NH:22]2)[CH2:15][CH3:16].[F:27][C:28]1[CH:29]=[C:30](B(O)O)[CH:31]=[N:32][CH:33]=1.C(=O)([O-])[O-].[Na+].[Na+]. The catalyst class is: 667. (4) Reactant: [CH3:1][O:2][CH2:3][CH2:4][N:5]([CH2:22][C:23]1[CH:28]=[CH:27][C:26]([S:29][C:30]([CH3:39])([CH3:38])[C:31]([O:33]C(C)(C)C)=[O:32])=[CH:25][CH:24]=1)[C:6]1[CH:11]=[C:10]([C:12]2[CH:17]=[CH:16][CH:15]=[C:14]([C:18]([F:21])([F:20])[F:19])[CH:13]=2)[N:9]=[CH:8][N:7]=1.C(O)(C(F)(F)F)=O. Product: [CH3:1][O:2][CH2:3][CH2:4][N:5]([CH2:22][C:23]1[CH:24]=[CH:25][C:26]([S:29][C:30]([CH3:39])([CH3:38])[C:31]([OH:33])=[O:32])=[CH:27][CH:28]=1)[C:6]1[CH:11]=[C:10]([C:12]2[CH:17]=[CH:16][CH:15]=[C:14]([C:18]([F:20])([F:19])[F:21])[CH:13]=2)[N:9]=[CH:8][N:7]=1. The catalyst class is: 4. (5) Reactant: FC1C=CC(C2[C:13](=[O:14])[C:12]([C:15]([NH:17][C:18]3[CH:23]=[CH:22][C:21]([NH:24][C:25]4[C:26]5[N:27]([CH:46]=[CH:47][N:48]=5)[N:28]=[C:29]([NH:31][C@H:32]5[CH2:37][CH2:36][C@H:35]([NH:38]C(=O)OC(C)(C)C)[CH2:34][CH2:33]5)[CH:30]=4)=[CH:20][CH:19]=3)=[O:16])=[CH:11][CH:10]=[CH:9]2)=CC=1.[F:49][C:50]([F:55])([F:54])[C:51]([OH:53])=[O:52]. Product: [NH2:38][C@H:35]1[CH2:34][CH2:33][C@H:32]([NH:31][C:29]2[CH:30]=[C:25]([NH:24][C:21]3[CH:20]=[CH:19][C:18]([NH:17][C:15]([C:12]4[C:13](=[O:14])[N:17]([C:18]5[CH:19]=[CH:20][C:50]([F:55])=[CH:51][CH:23]=5)[CH:9]=[CH:10][CH:11]=4)=[O:16])=[CH:23][CH:22]=3)[C:26]3[N:27]([CH:46]=[CH:47][N:48]=3)[N:28]=2)[CH2:37][CH2:36]1.[C:51]([OH:53])([C:50]([F:55])([F:54])[F:49])=[O:52]. The catalyst class is: 2. (6) The catalyst class is: 149. Reactant: [CH2:1]([N:8]([CH2:24][CH3:25])[C:9]1[CH:14]=[CH:13][C:12](B2[O:19][C:18]([CH3:21])(C)C(C)(C)O2)=[CH:11][CH:10]=1)[C:2]1[CH:7]=[CH:6][CH:5]=[CH:4][CH:3]=1.I[C:27]1[C:35]2[C:30](=[N:31][CH:32]=[N:33][C:34]=2[NH2:36])[N:29]([C@H:37]2[CH2:42][CH2:41][C@@H:40]([N:43]3[CH2:48][CH2:47][N:46]([CH3:49])[CH2:45][CH2:44]3)[CH2:39][CH2:38]2)[N:28]=1.O.[C:51](=[O:54])([O-])[O-:52].[Na+].[Na+]. Product: [C:18]([OH:52])(=[O:19])[CH3:21].[C:51]([OH:52])(=[O:54])[CH3:1].[CH2:1]([N:8]([CH2:24][CH3:25])[C:9]1[CH:10]=[CH:11][C:12]([C:27]2[C:35]3[C:30](=[N:31][CH:32]=[N:33][C:34]=3[NH2:36])[N:29]([C@H:37]3[CH2:38][CH2:39][C@@H:40]([N:43]4[CH2:44][CH2:45][N:46]([CH3:49])[CH2:47][CH2:48]4)[CH2:41][CH2:42]3)[N:28]=2)=[CH:13][CH:14]=1)[C:2]1[CH:3]=[CH:4][CH:5]=[CH:6][CH:7]=1. (7) Reactant: [F:1][C:2]1[CH:7]=[CH:6][C:5]([CH2:8][C:9]([OH:11])=[O:10])=[CH:4][CH:3]=1.C[Si]([N-][Si](C)(C)C)(C)C.[Na+].[Cl:22][CH2:23][CH2:24][CH2:25]I.O. Product: [Cl:22][CH2:23][CH2:24][CH2:25][CH:8]([C:5]1[CH:4]=[CH:3][C:2]([F:1])=[CH:7][CH:6]=1)[C:9]([OH:11])=[O:10]. The catalyst class is: 1.